Dataset: Drug-target binding data from BindingDB using IC50 measurements. Task: Regression. Given a target protein amino acid sequence and a drug SMILES string, predict the binding affinity score between them. We predict pIC50 (pIC50 = -log10(IC50 in M); higher means more potent). Dataset: bindingdb_ic50. (1) The drug is O=C1c2cccc3c(NCCO)ccc(c23)C(=O)N1c1cccc(Br)c1. The target protein (Q99IB8) has sequence MSTNPKPQRKTKRNTNRRPEDVKFPGGGQIVGGVYLLPRRGPRLGVRTTRKTSERSQPRGRRQPIPKDRRSTGKAWGKPGRPWPLYGNEGLGWAGWLLSPRGSRPSWGPTDPRHRSRNVGKVIDTLTCGFADLMGYIPVVGAPLSGAARAVAHGVRVLEDGVNYATGNLPGFPFSIFLLALLSCITVPVSAAQVKNTSSSYMVTNDCSNDSITWQLEAAVLHVPGCVPCERVGNTSRCWVPVSPNMAVRQPGALTQGLRTHIDMVVMSATFCSALYVGDLCGGVMLAAQVFIVSPQYHWFVQECNCSIYPGTITGHRMAWDMMMNWSPTATMILAYVMRVPEVIIDIVSGAHWGVMFGLAYFSMQGAWAKVIVILLLAAGVDAGTTTVGGAVARSTNVIAGVFSHGPQQNIQLINTNGSWHINRTALNCNDSLNTGFLAALFYTNRFNSSGCPGRLSACRNIEAFRIGWGTLQYEDNVTNPEDMRPYCWHYPPKPCGVVP.... The pIC50 is 6.1. (2) The small molecule is Oc1cc(Cl)ccc1Oc1ccc(C(F)(F)F)cc1Cl. The target protein sequence is MVGFKLLTLGAFVAGELTLVGPAGTMAFTVPNATGAKPLVTSVSVRPSWSSARQNAFSSSSSRSQSSVRPHSAFVTNRLETAGETGTQHRAADSAAGVGAAQSAFPIDLRGQTAFVAGVADSHGYGWAIAKHLASAGARVALGTWPPVLGLFQKSLQSGRLDEDRKLPDGSLIEFAGVYPLDAAFDKPEDVPQDIKDNKRYAGVDGYTIKEVAVKVKQDLGNIDILVHSLANGPEVTKPLLETSRKGYLAASSNSAYSFVSLLQHFGPIMNEGGSAVTLSYLAAERVVPGYGGGMSSAKAALESDTRTLAWEAGQKYGVRVNAISAGPLKSRAASAIGKSGEKSFIDYAIDYSYNNAPLRRDLHSDDVGGAALFLLSPLARAVSGVTLYVDNGLHAMGQAVDSRSMPPLQRATQEIN. The pIC50 is 7.5. (3) The pIC50 is 6.9. The small molecule is O=C(Nc1ccc(C2CCN(C(=O)[C@H]3CC[C@H](C(=O)O)CC3)CC2)cc1)c1nc(-c2ccccc2)oc1C(F)(F)F. The target protein (O75907) has sequence MGDRGSSRRRRTGSRPSSHGGGGPAAAEEEVRDAAAGPDVGAAGDAPAPAPNKDGDAGVGSGHWELRCHRLQDSLFSSDSGFSNYRGILNWCVVMLILSNARLFLENLIKYGILVDPIQVVSLFLKDPYSWPAPCLVIAANVFAVAAFQVEKRLAVGALTEQAGLLLHVANLATILCFPAAVVLLVESITPVGSLLALMAHTILFLKLFSYRDVNSWCRRARAKAASAGKKASSAAAPHTVSYPDNLTYRDLYYFLFAPTLCYELNFPRSPRIRKRFLLRRILEMLFFTQLQVGLIQQWMVPTIQNSMKPFKDMDYSRIIERLLKLAVPNHLIWLIFFYWLFHSCLNAVAELMQFGDREFYRDWWNSESVTYFWQNWNIPVHKWCIRHFYKPMLRRGSSKWMARTGVFLASAFFHEYLVSVPLRMFRLWAFTGMMAQIPLAWFVGRFFQGNYGNAAVWLSLIIGQPIAVLMYVHDYYVLNYEAPAAEA. (4) The compound is OC[C@H]1O[C@@H](OCCc2ccc(O)cc2)[C@H](O)[C@@H](O)[C@@H]1O. The target protein (P0A7Y4) has sequence MLKQVEIFTDGSCLGNPGPGGYGAILRYRGREKTFSAGYTRTTNNRMELMAAIVALEALKEHCEVILSTDSQYVRQGITQWIHNWKKRGWKTADKKPVKNVDLWQRLDAALGQHQIKWEWVKGHAGHPENERCDELARAAAMNPTLEDTGYQVEV. The pIC50 is 4.7. (5) The small molecule is Cc1ccc2[nH]c3c(c2c1)CCCCC3C(N)=O. The target protein (P53686) has sequence MSVSTASTEMSVRKIAAHMKSNPNAKVIFMVGAGISTSCGIPDFRSPGTGLYHNLARLKLPYPEAVFDVDFFQSDPLPFYTLAKELYPGNFRPSKFHYLLKLFQDKDVLKRVYTQNIDTLERQAGVKDDLIIEAHGSFAHCHCIGCGKVYPPQVFKSKLAEHPIKDFVKCDVCGELVKPAIVFFGEDLPDSFSETWLNDSEWLREKITTSGKHPQQPLVIVVGTSLAVYPFASLPEEIPRKVKRVLCNLETVGDFKANKRPTDLIVHQYSDEFAEQLVEELGWQEDFEKILTAQGGMGDNSKEQLLEIVHDLENLSLDQSEHESADKKDKKLQRLNGHDSDEDGASNSSSSQKAAKE. The pIC50 is 4.8. (6) The small molecule is COc1cc([C@@H]2CC(c3ccccc3O)=NN2C(=S)Nc2ccccc2C)ccc1O. The target protein sequence is MNSSFESLIEQYPLPIAEQLRHWAARYASRIAVVDAKGSLTYSALDAQVDELAAGLSSLGLRSGEHVIVQLPNDNAFVTLLFALLRLGVIPVLAMPSQRALDIDALIELAQPVAYVIHGENHAELARQMAHKHACLRHVLVAGETVSDDFTPLFSLHGERQAWPQPDVSATALLLLSGGTTGTPKLIPRRHADYSYNFSASAELCGISQQSVYLAVLPVAHNFPLACPGILGTLACGGKVVLTDSASCDEVMPLIAQERVTHVALVPALAQLWVQAREWEDSDLSSLRVIQAGGARLDPTLAEQVIATFDCTLQQVFGMAEGLLCFTRLDDPHATILHSQGRPLSPLDEIRIVDQDENDVAPGETGQLLTRGPYTISGYYRAPAHNAQAFTAQGFYRTGDNVRLDEVGNLHVEGRIKEQINRAGEKIAAAEVESALLRLAEVQDCAVVAAPDTLLGERICAFIIAQQVPTDYQQLRQQLTRMGLSAWKIPDQIEFLDHWP.... The pIC50 is 6.0.